This data is from Full USPTO retrosynthesis dataset with 1.9M reactions from patents (1976-2016). The task is: Predict the reactants needed to synthesize the given product. (1) Given the product [CH3:12][O:11][CH2:10][C:9]([NH:8][C:4]1[CH:3]=[C:2]([O:1][C:26]2[CH:31]=[CH:30][C:29]([N+:32]([O-:34])=[O:33])=[C:28]([C:35]([F:36])([F:38])[F:37])[CH:27]=2)[CH:7]=[CH:6][N:5]=1)=[O:13], predict the reactants needed to synthesize it. The reactants are: [OH:1][C:2]1[CH:7]=[CH:6][N:5]=[C:4]([NH:8][C:9](=[O:13])[CH2:10][O:11][CH3:12])[CH:3]=1.C1CCN2C(=NCCC2)CC1.F[C:26]1[CH:31]=[CH:30][C:29]([N+:32]([O-:34])=[O:33])=[C:28]([C:35]([F:38])([F:37])[F:36])[CH:27]=1. (2) Given the product [Cl:1][C:2]1[CH:7]=[C:6]([NH:8][C:9]2[CH:14]=[CH:13][C:12]([F:15])=[CH:11][C:10]=2[F:16])[CH:5]=[CH:4][C:3]=1[C:17]([C:19]1[CH:24]=[C:23]([C:25]2[N:26]=[N:27][N:28]([CH2:30][CH:31]3[CH2:35][O:34][C:33]([CH3:41])([CH3:38])[O:32]3)[CH:29]=2)[CH:22]=[CH:21][C:20]=1[CH3:39])=[O:18], predict the reactants needed to synthesize it. The reactants are: [Cl:1][C:2]1[CH:7]=[C:6]([NH:8][C:9]2[CH:14]=[CH:13][C:12]([F:15])=[CH:11][C:10]=2[F:16])[CH:5]=[CH:4][C:3]=1[C:17]([C:19]1[CH:24]=[C:23]([C:25]2[N:26]=[N:27][N:28]([CH2:30][CH2:31][O:32][CH:33]3[CH2:38]CC[CH2:35][O:34]3)[CH:29]=2)[CH:22]=[CH:21][C:20]=1[CH3:39])=[O:18].Cl[C:41]1C=C(NC2C=CC(F)=CC=2F)C=CC=1C(C1C=C(C#C)C=CC=1C)=O.N(CC1COC(C)(C)O1)=[N+]=[N-]. (3) Given the product [CH2:30]([C:37]1[S:41][C:40]([NH:42][C:16]([C:15]2[CH:14]=[CH:13][C:12]([O:11][C@H:8]3[CH2:7][CH2:6][C@H:5]([C:3]([O:2][CH3:1])=[O:4])[CH2:10][CH2:9]3)=[CH:20][CH:19]=2)=[O:18])=[N:39][N:38]=1)[C:31]1[CH:32]=[CH:33][CH:34]=[CH:35][CH:36]=1, predict the reactants needed to synthesize it. The reactants are: [CH3:1][O:2][C:3]([C@H:5]1[CH2:10][CH2:9][C@H:8]([O:11][C:12]2[CH:20]=[CH:19][C:15]([C:16]([OH:18])=O)=[CH:14][CH:13]=2)[CH2:7][CH2:6]1)=[O:4].C(N(C(C)C)CC)(C)C.[CH2:30]([C:37]1[S:41][C:40]([NH2:42])=[N:39][N:38]=1)[C:31]1[CH:36]=[CH:35][CH:34]=[CH:33][CH:32]=1.CN(C=O)C. (4) Given the product [F:1][C:2]1[CH:7]=[CH:6][C:5]([N:8]2[CH:12]=[C:11]([C:13]([F:16])([F:14])[F:15])[N:10]=[C:9]2[C:18]2[CH:23]=[CH:22][C:21]([S:24]([CH3:27])(=[O:25])=[O:26])=[CH:20][CH:19]=2)=[CH:4][CH:3]=1, predict the reactants needed to synthesize it. The reactants are: [F:1][C:2]1[CH:7]=[CH:6][C:5]([N:8]2[CH2:12][C:11](O)([C:13]([F:16])([F:15])[F:14])[N:10]=[C:9]2[C:18]2[CH:23]=[CH:22][C:21]([S:24]([CH3:27])(=[O:26])=[O:25])=[CH:20][CH:19]=2)=[CH:4][CH:3]=1.O.C1(C)C=CC(S(O)(=O)=O)=CC=1. (5) Given the product [F:39][C:27]([F:26])([F:40])[S:28]([C:31]1[CH:38]=[CH:37][C:34]([CH2:35][NH:36][CH2:20][C:19]2[CH:22]=[CH:23][CH:24]=[C:17]([C:15]3[O:14][N:13]=[C:12]([CH2:1][CH2:2][CH2:3][CH2:4][CH2:5][CH2:6][CH2:7][CH2:8][CH2:9][CH2:10][CH3:11])[N:16]=3)[CH:18]=2)=[CH:33][CH:32]=1)(=[O:29])=[O:30], predict the reactants needed to synthesize it. The reactants are: [CH2:1]([C:12]1[N:16]=[C:15]([C:17]2[CH:18]=[C:19]([CH:22]=[CH:23][CH:24]=2)[CH:20]=O)[O:14][N:13]=1)[CH2:2][CH2:3][CH2:4][CH2:5][CH2:6][CH2:7][CH2:8][CH2:9][CH2:10][CH3:11].Cl.[F:26][C:27]([F:40])([F:39])[S:28]([C:31]1[CH:38]=[CH:37][C:34]([CH2:35][NH2:36])=[CH:33][CH:32]=1)(=[O:30])=[O:29]. (6) Given the product [OH:47][CH2:46][CH2:48][NH:49][C:22](=[O:24])[C@H:21]([O:20][C:19]1[CH:18]=[CH:17][C:16]([C:14]2[O:13][N:12]=[C:11]([C:8]3[CH:9]=[CH:10][C:5]([O:4][CH:1]([CH3:2])[CH3:3])=[C:6]([C:28]([F:29])([F:30])[F:31])[CH:7]=3)[N:15]=2)=[CH:27][CH:26]=1)[CH3:25], predict the reactants needed to synthesize it. The reactants are: [CH:1]([O:4][C:5]1[CH:10]=[CH:9][C:8]([C:11]2[N:15]=[C:14]([C:16]3[CH:27]=[CH:26][C:19]([O:20][C@H:21]([CH3:25])[C:22]([OH:24])=O)=[CH:18][CH:17]=3)[O:13][N:12]=2)=[CH:7][C:6]=1[C:28]([F:31])([F:30])[F:29])([CH3:3])[CH3:2].C1C=CC2N(O)N=NC=2C=1.C(Cl)CCl.[CH2:46]([CH2:48][NH2:49])[OH:47]. (7) Given the product [NH2:18][C:19]1[N:20]=[C:21]([O:7][CH2:8][C:9]2[CH:10]=[C:11]([C:15]([OH:17])=[O:16])[CH:12]=[CH:13][CH:14]=2)[C:22]([C:33]#[N:34])=[C:23]([C:27]2[CH:28]=[CH:29][C:30]([O:44][CH2:45][CH2:46][OH:47])=[CH:31][CH:32]=2)[C:24]=1[C:25]#[N:26], predict the reactants needed to synthesize it. The reactants are: CC(C)([O-])C.[K+].[OH:7][CH2:8][C:9]1[CH:10]=[C:11]([C:15]([OH:17])=[O:16])[CH:12]=[CH:13][CH:14]=1.[NH2:18][C:19]1[C:24]([C:25]#[N:26])=[C:23]([C:27]2[CH:32]=[CH:31][CH:30]=[CH:29][CH:28]=2)[C:22]([C:33]#[N:34])=[C:21](SC2C=CC=CC=2)[N:20]=1.Cl.C[O:44][CH2:45][CH2:46][O:47]C.